From a dataset of Catalyst prediction with 721,799 reactions and 888 catalyst types from USPTO. Predict which catalyst facilitates the given reaction. (1) Reactant: CC(C[AlH]CC(C)C)C.[NH2:10][C:11]1[N:16]=[C:15](/[C:17](=[CH:22]/[C:23]2[N:30]3[C:26]([S:27][CH:28]=[CH:29]3)=[N:25][C:24]=2[C:31]2[CH:36]=[CH:35][CH:34]=[CH:33][CH:32]=2)/[C:18](OC)=[O:19])[CH:14]=[CH:13][N:12]=1. Product: [NH2:10][C:11]1[N:16]=[C:15]([C:17](=[CH:22][C:23]2[N:30]3[C:26]([S:27][CH:28]=[CH:29]3)=[N:25][C:24]=2[C:31]2[CH:36]=[CH:35][CH:34]=[CH:33][CH:32]=2)[CH2:18][OH:19])[CH:14]=[CH:13][N:12]=1. The catalyst class is: 2. (2) Reactant: Cl.[S:2]1[CH:6]=[CH:5][CH:4]=[C:3]1[CH2:7][O:8][CH:9]1[CH2:12][NH:11][CH2:10]1.CCN=C=NCCCN(C)C.C1C=CC2N(O)N=NC=2C=1.[CH:34]([N:37]([CH:40]([CH3:42])C)[CH2:38][CH3:39])(C)C.Cl.[O:44]=[C:45]1[NH:54][C:53]2[N:52]=[CH:51][C:50](/[CH:55]=[CH:56]/[C:57](O)=[O:58])=[CH:49][C:48]=2[CH2:47][CH2:46]1. Product: [CH3:34][N:37]1[CH2:38][CH2:39][C:46]2([CH2:47][C:48]3[C:53](=[N:52][CH:51]=[C:50](/[CH:55]=[CH:56]/[C:57](=[O:58])[N:11]4[CH2:12][CH:9]([O:8][CH2:7][C:3]5[S:2][CH:6]=[CH:5][CH:4]=5)[CH2:10]4)[CH:49]=3)[NH:54][C:45]2=[O:44])[CH2:42][CH2:40]1. The catalyst class is: 255.